From a dataset of Forward reaction prediction with 1.9M reactions from USPTO patents (1976-2016). Predict the product of the given reaction. The product is: [Cl:41][C:38]1[CH:39]=[CH:40][C:32]([CH:30]=[CH:2][O:3][CH3:4])=[C:33]([CH:37]=1)[C:34]([OH:36])=[O:35]. Given the reactants [Cl-].[CH3:2][O:3][CH2:4][P+](C1C=CC=CC=1)(C1C=CC=CC=1)C1C=CC=CC=1.CC(C)([O-])C.[K+].[CH:30]([C:32]1[CH:40]=[CH:39][C:38]([Cl:41])=[CH:37][C:33]=1[C:34]([OH:36])=[O:35])=O, predict the reaction product.